This data is from Reaction yield outcomes from USPTO patents with 853,638 reactions. The task is: Predict the reaction yield, written as a fraction of the theoretical maximum amount of product (1.0 means a 100% yield; for example, 0.34 means a 34% yield). (1) The reactants are [OH:1][CH2:2][C@H:3]1[CH2:20][N:7]2[CH2:8][CH2:9][N:10]([C:12]3[CH:17]=[CH:16][C:15]([F:18])=[CH:14][C:13]=3[NH2:19])[CH2:11][C@@H:6]2[CH2:5][CH2:4]1.[F:21][C:22]1[CH:27]=[CH:26][C:25](O)=[CH:24][CH:23]=1.C1(P(C2C=CC=CC=2)C2C=CC=CC=2)C=CC=CC=1.N(C(OCC)=O)=NC(OCC)=O. The catalyst is C1COCC1. The product is [F:21][C:22]1[CH:27]=[CH:26][C:25]([O:1][CH2:2][C@H:3]2[CH2:20][N:7]3[CH2:8][CH2:9][N:10]([C:12]4[CH:17]=[CH:16][C:15]([F:18])=[CH:14][C:13]=4[NH2:19])[CH2:11][C@@H:6]3[CH2:5][CH2:4]2)=[CH:24][CH:23]=1. The yield is 0.300. (2) The reactants are [C:1]1([S:7]([N:10]2[C:14]3=[N:15][CH:16]=[C:17]([S:19][C:20]4[CH:25]=[CH:24][CH:23]=[CH:22][CH:21]=4)[CH:18]=[C:13]3[C:12]([C:26]3[CH:27]=[N:28][N:29](C(C4C=CC=CC=4)(C4C=CC=CC=4)C4C=CC=CC=4)[CH:30]=3)=[CH:11]2)(=[O:9])=[O:8])[CH:6]=[CH:5][CH:4]=[CH:3][CH:2]=1.C(O)(C(F)(F)F)=O.[SiH](C(C)C)(C(C)C)C(C)C.C([O-])(O)=O.[Na+]. The catalyst is C(Cl)Cl.O. The product is [C:1]1([S:7]([N:10]2[C:14]3=[N:15][CH:16]=[C:17]([S:19][C:20]4[CH:25]=[CH:24][CH:23]=[CH:22][CH:21]=4)[CH:18]=[C:13]3[C:12]([C:26]3[CH:27]=[N:28][NH:29][CH:30]=3)=[CH:11]2)(=[O:8])=[O:9])[CH:6]=[CH:5][CH:4]=[CH:3][CH:2]=1. The yield is 0.720. (3) The reactants are FC(F)(F)C(O)=O.[O:8]1[C:14]2[CH:15]=[CH:16][C:17]([C:19]3[CH:20]=[C:21]4[N:27]([C:28]([O:30][CH2:31][CH:32]([CH3:34])[CH3:33])=[O:29])[CH:26]=[N:25][C:22]4=[N:23][CH:24]=3)=[CH:18][C:13]=2[CH2:12][NH:11][CH2:10][CH2:9]1.[F:35][C:36]1[CH:37]=[C:38]([CH:42]2[CH2:47][C:46](=[O:48])[CH2:45][CH2:44][N:43]2[C:49](Cl)=[O:50])[CH:39]=[CH:40][CH:41]=1.C(N(C(C)C)CC)(C)C. The catalyst is CN(C)C=O.C(OCC)(=O)C. The product is [F:35][C:36]1[CH:37]=[C:38]([CH:42]2[CH2:47][C:46](=[O:48])[CH2:45][CH2:44][N:43]2[C:49]([N:11]2[CH2:12][C:13]3[CH:18]=[C:17]([C:19]4[CH:20]=[C:21]5[N:27]([C:28]([O:30][CH2:31][CH:32]([CH3:34])[CH3:33])=[O:29])[CH:26]=[N:25][C:22]5=[N:23][CH:24]=4)[CH:16]=[CH:15][C:14]=3[O:8][CH2:9][CH2:10]2)=[O:50])[CH:39]=[CH:40][CH:41]=1. The yield is 0.640.